From a dataset of Reaction yield outcomes from USPTO patents with 853,638 reactions. Predict the reaction yield, written as a fraction of the theoretical maximum amount of product (1.0 means a 100% yield; for example, 0.34 means a 34% yield). The reactants are [OH:1][CH2:2][C@@H:3]([NH:10][C:11](=[O:16])[CH2:12][CH2:13][CH:14]=[CH2:15])[C:4]1[CH:9]=[CH:8][CH:7]=[CH:6][CH:5]=1.[CH3:17][C@@H:18]([CH2:22][CH:23]=[CH2:24])[C:19](O)=[O:20]. The catalyst is C(Cl)Cl. The product is [CH3:17][C@@H:18]([CH2:22][CH:23]=[CH2:24])[C:19]([O:1][CH2:2][C@@H:3]([NH:10][C:11](=[O:16])[CH2:12][CH2:13][CH:14]=[CH2:15])[C:4]1[CH:9]=[CH:8][CH:7]=[CH:6][CH:5]=1)=[O:20]. The yield is 0.780.